This data is from Full USPTO retrosynthesis dataset with 1.9M reactions from patents (1976-2016). The task is: Predict the reactants needed to synthesize the given product. (1) Given the product [CH2:1]([N:3]([C@H:4]([C:12]1[CH:13]=[CH:14][CH:15]=[CH:16][CH:17]=1)[C:5]([O:7][C:8]([CH3:11])([CH3:9])[CH3:10])=[O:6])[C:18](=[O:20])[CH3:19])[CH3:2], predict the reactants needed to synthesize it. The reactants are: [CH2:1]([NH:3][C@H:4]([C:12]1[CH:17]=[CH:16][CH:15]=[CH:14][CH:13]=1)[C:5]([O:7][C:8]([CH3:11])([CH3:10])[CH3:9])=[O:6])[CH3:2].[C:18](OC(=O)C)(=[O:20])[CH3:19].N1C=CC=CC=1. (2) Given the product [CH2:9]([O:8][P:4]([CH:1]([CH3:12])[CH:2]=[CH2:3])([O:5][CH2:6][CH3:7])=[O:11])[CH3:10], predict the reactants needed to synthesize it. The reactants are: [CH2:1]([P:4](=[O:11])([O:8][CH2:9][CH3:10])[O:5][CH2:6][CH3:7])[CH:2]=[CH2:3].[CH2:12]([Li])CCC.IC. (3) Given the product [Cl:1][C:2]1[N:7]=[CH:6][C:5]2[C:8]([O:42][CH:39]3[CH2:40][CH2:41][O:37][CH2:38]3)=[N:9][N:10]([CH:11]([CH3:13])[CH3:12])[C:4]=2[CH:3]=1, predict the reactants needed to synthesize it. The reactants are: [Cl:1][C:2]1[N:7]=[CH:6][C:5]2[C:8](I)=[N:9][N:10]([CH:11]([CH3:13])[CH3:12])[C:4]=2[CH:3]=1.CC1C=CC2C(=C3C(=CC=2)C=CC(C)=N3)N=1.C(=O)([O-])[O-].[Cs+].[Cs+].[O:37]1[CH2:41][CH2:40][CH:39]([OH:42])[CH2:38]1. (4) Given the product [C:1]([CH2:3][C:4]([N:6]1[CH2:10][CH2:9][CH2:8][C@@H:7]1[CH2:11][N:12]1[C:16]2[CH:17]=[CH:18][C:19]([CH2:21][NH:37][CH2:36][C:35]([CH3:39])([CH3:38])[CH3:34])=[CH:20][C:15]=2[N:14]=[C:13]1[NH:23][C:24]([C:26]1[S:27][C:28]([CH:31]([F:32])[F:33])=[CH:29][CH:30]=1)=[O:25])=[O:5])#[N:2], predict the reactants needed to synthesize it. The reactants are: [C:1]([CH2:3][C:4]([N:6]1[CH2:10][CH2:9][CH2:8][C@@H:7]1[CH2:11][N:12]1[C:16]2[CH:17]=[CH:18][C:19]([CH:21]=O)=[CH:20][C:15]=2[N:14]=[C:13]1[NH:23][C:24]([C:26]1[S:27][C:28]([CH:31]([F:33])[F:32])=[CH:29][CH:30]=1)=[O:25])=[O:5])#[N:2].[CH3:34][C:35]([CH3:39])([CH3:38])[CH2:36][NH2:37].[BH3-]C#N.[Na+]. (5) Given the product [Cl:5][C:6]1[CH:13]=[CH:12][C:9]([CH2:10][NH:4][CH2:3][CH2:2][OH:1])=[CH:8][CH:7]=1, predict the reactants needed to synthesize it. The reactants are: [OH:1][CH2:2][CH2:3][NH2:4].[Cl:5][C:6]1[CH:13]=[CH:12][C:9]([CH2:10]Br)=[CH:8][CH:7]=1. (6) Given the product [OH:1][C:2]1[CH:7]=[CH:6][C:5]([C:8]2[S:10][CH:14]=[C:15]([C:16]([OH:18])=[O:17])[N:9]=2)=[CH:4][CH:3]=1, predict the reactants needed to synthesize it. The reactants are: [OH:1][C:2]1[CH:7]=[CH:6][C:5]([C:8](=[S:10])[NH2:9])=[CH:4][CH:3]=1.[OH-].[K+].Br[CH2:14][C:15](=O)[C:16]([OH:18])=[O:17].Cl. (7) Given the product [C:43]([O:42][C:40](=[O:41])[NH:1][CH2:4][CH2:5][C:6]([C:9]1[CH:14]=[CH:13][C:12]([C:15]2[O:16][CH:17]=[CH:18][CH:19]=2)=[CH:11][CH:10]=1)([CH3:8])[CH3:7])([CH3:46])([CH3:45])[CH3:44], predict the reactants needed to synthesize it. The reactants are: [N:1]([CH2:4][CH2:5][C:6]([C:9]1[CH:14]=[CH:13][C:12]([C:15]2[O:16][CH:17]=[CH:18][CH:19]=2)=[CH:11][CH:10]=1)([CH3:8])[CH3:7])=[N+]=[N-].C1(P(C2C=CC=CC=2)C2C=CC=CC=2)C=CC=CC=1.O.[C:40](O[C:40]([O:42][C:43]([CH3:46])([CH3:45])[CH3:44])=[O:41])([O:42][C:43]([CH3:46])([CH3:45])[CH3:44])=[O:41]. (8) Given the product [C:11]([O:15][C:16]([N:18]1[CH2:23][CH2:22][N:21]([C:5]2[CH:4]=[CH:3][C:2]([Br:1])=[CH:9][C:6]=2[C:7]#[N:8])[CH2:20][CH2:19]1)=[O:17])([CH3:14])([CH3:12])[CH3:13], predict the reactants needed to synthesize it. The reactants are: [Br:1][C:2]1[CH:3]=[CH:4][C:5](F)=[C:6]([CH:9]=1)[C:7]#[N:8].[C:11]([O:15][C:16]([N:18]1[CH2:23][CH2:22][NH:21][CH2:20][CH2:19]1)=[O:17])([CH3:14])([CH3:13])[CH3:12].C([O-])([O-])=O.[Na+].[Na+]. (9) Given the product [O:3]1[C:8]2=[CH:9][CH:10]=[CH:11][C:7]2=[CH:6][C:5]([CH:12]2[CH2:17][CH2:16][CH2:15][CH2:14][N:13]2[CH2:18][CH2:19][C@H:20]2[CH2:21][CH2:22][C@H:23]([NH:26][C:37]([CH:34]3[CH2:35][CH2:36][CH:31]([C:27]([CH3:30])([CH3:29])[CH3:28])[CH2:32][CH2:33]3)=[O:38])[CH2:24][CH2:25]2)=[CH:4]1, predict the reactants needed to synthesize it. The reactants are: Cl.Cl.[O:3]1[C:8]2=[CH:9][CH:10]=[CH:11][C:7]2=[CH:6][C:5]([CH:12]2[CH2:17][CH2:16][CH2:15][CH2:14][N:13]2[CH2:18][CH2:19][C@H:20]2[CH2:25][CH2:24][C@H:23]([NH2:26])[CH2:22][CH2:21]2)=[CH:4]1.[C:27]([CH:31]1[CH2:36][CH2:35][CH:34]([C:37](O)=[O:38])[CH2:33][CH2:32]1)([CH3:30])([CH3:29])[CH3:28].